This data is from Catalyst prediction with 721,799 reactions and 888 catalyst types from USPTO. The task is: Predict which catalyst facilitates the given reaction. (1) The catalyst class is: 2. Product: [Si:43]([O:5][C:6]([NH:8][C@@H:9]1[CH2:17][C:16]2[C:11](=[CH:12][CH:13]=[CH:14][CH:15]=2)[C@H:10]1[CH2:18][O:19][CH:20]([CH3:28])[C:21]([O:23][C:24]([CH3:26])([CH3:27])[CH3:25])=[O:22])=[O:7])([C:46]([CH3:49])([CH3:48])[CH3:47])([CH3:45])[CH3:44]. Reactant: C([O:5][C:6]([NH:8][C@@H:9]1[CH2:17][C:16]2[C:11](=[CH:12][CH:13]=[CH:14][CH:15]=2)[C@H:10]1[CH2:18][O:19][CH:20]([CH3:28])[C:21]([O:23][C:24]([CH3:27])([CH3:26])[CH3:25])=[O:22])=[O:7])(C)(C)C.N1C(C)=CC=CC=1C.FC(F)(F)S(O[Si:43]([C:46]([CH3:49])([CH3:48])[CH3:47])([CH3:45])[CH3:44])(=O)=O.[Cl-].[NH4+]. (2) Reactant: [CH2:1]([N:8]([CH2:17][C:18]1[CH:23]=[CH:22][CH:21]=[CH:20][CH:19]=1)[C:9]1[CH:14]=[CH:13][CH:12]=[C:11]([NH2:15])[C:10]=1[CH3:16])[C:2]1[CH:7]=[CH:6][CH:5]=[CH:4][CH:3]=1.[CH2:24]([S:26](Cl)(=[O:28])=[O:27])[CH3:25]. Product: [CH2:17]([N:8]([CH2:1][C:2]1[CH:3]=[CH:4][CH:5]=[CH:6][CH:7]=1)[C:9]1[C:10]([CH3:16])=[C:11]([NH:15][S:26]([CH2:24][CH3:25])(=[O:28])=[O:27])[CH:12]=[CH:13][CH:14]=1)[C:18]1[CH:23]=[CH:22][CH:21]=[CH:20][CH:19]=1. The catalyst class is: 17.